Dataset: Retrosynthesis with 50K atom-mapped reactions and 10 reaction types from USPTO. Task: Predict the reactants needed to synthesize the given product. (1) Given the product CCCOc1nc(C(C)c2ccccc2)nc2oc(-c3cccc(C)c3)nc12, predict the reactants needed to synthesize it. The reactants are: C=C(c1ccccc1)c1nc(OCCC)c2nc(-c3cccc(C)c3)oc2n1. (2) Given the product Brc1ccc(CN2CCCC2)nc1, predict the reactants needed to synthesize it. The reactants are: C1CCNC1.O=Cc1ccc(Br)cn1. (3) Given the product CCCCCC(C)C(C)c1cc(OC(=O)CCCN2CCSCC2)c2c(c1)OC(C)(C)c1ccncc1-2, predict the reactants needed to synthesize it. The reactants are: CCCCCC(C)C(C)c1cc(O)c2c(c1)OC(C)(C)c1ccncc1-2.O=C(O)CCCN1CCSCC1. (4) The reactants are: CS(=O)(=O)OCCc1cccs1.Cc1c(N(Cc2ccc(C#N)cc2)Cc2ccc(Oc3cccc(O)c3)cc2)cccc1[N+](=O)[O-]. Given the product Cc1c(N(Cc2ccc(C#N)cc2)Cc2ccc(Oc3cccc(OCCc4cccs4)c3)cc2)cccc1[N+](=O)[O-], predict the reactants needed to synthesize it. (5) Given the product CCCc1nc2cc(N(Cc3ccccc3)C(=O)c3ccc(Cl)cc3)ccc2n1CC(=O)OC(C)(C)C, predict the reactants needed to synthesize it. The reactants are: CCCc1nc2cc(NCc3ccccc3)ccc2n1CC(=O)OC(C)(C)C.O=C(Cl)c1ccc(Cl)cc1. (6) Given the product CCOc1cc2c(cc1Sc1nc(C(N)=O)c(N)n1C)OCO2, predict the reactants needed to synthesize it. The reactants are: CCOc1cc2c(cc1Br)OCO2.Cn1c(S)nc(C(N)=O)c1N. (7) Given the product CC(C)(C)OC(=O)N1CC[C@H]2CN(c3cccnc3)C[C@H]21, predict the reactants needed to synthesize it. The reactants are: Brc1cccnc1.CC(C)(C)OC(=O)N1CC[C@H]2CNC[C@H]21. (8) Given the product Cc1cc(N(C)C)cc(Cl)c1C(=O)n1nc(-c2ccc(C(=O)O)cc2F)c2ncccc21, predict the reactants needed to synthesize it. The reactants are: COC(=O)c1ccc(-c2nn(C(=O)c3c(C)cc(N(C)C)cc3Cl)c3cccnc23)c(F)c1.